From a dataset of Catalyst prediction with 721,799 reactions and 888 catalyst types from USPTO. Predict which catalyst facilitates the given reaction. (1) Reactant: C(OC([N:8]1[CH2:13][CH2:12][CH:11]([N:14]2[CH:18]=[C:17]([C:19]3[C:23]4[CH:24]=[N:25][C:26]([NH2:40])=[C:27]([O:28][C@@H:29]([C:31]5[C:36]([Cl:37])=[CH:35][CH:34]=[C:33]([F:38])[C:32]=5[Cl:39])[CH3:30])[C:22]=4[O:21][C:20]=3Br)[CH:16]=[N:15]2)[CH2:10][CH2:9]1)=O)(C)(C)C.[Zn](C)[CH3:43].C1(C)C=CC=CC=1. The catalyst class is: 176. Product: [Cl:39][C:32]1[C:33]([F:38])=[CH:34][CH:35]=[C:36]([Cl:37])[C:31]=1[C@H:29]([O:28][C:27]1[C:22]2[O:21][C:20]([CH3:43])=[C:19]([C:17]3[CH:16]=[N:15][N:14]([CH:11]4[CH2:12][CH2:13][NH:8][CH2:9][CH2:10]4)[CH:18]=3)[C:23]=2[CH:24]=[N:25][C:26]=1[NH2:40])[CH3:30]. (2) Reactant: [N+:1]([C:4]1[CH:5]=[C:6]2[C:11](=[CH:12][CH:13]=1)[NH:10][C:9](=[O:14])[CH2:8][CH2:7]2)([O-:3])=[O:2].[CH3:15][O:16][C:17]1[CH:24]=[CH:23][C:20]([CH2:21]Cl)=[CH:19][CH:18]=1.C(=O)([O-])[O-].[K+].[K+].O. Product: [CH3:15][O:16][C:17]1[CH:24]=[CH:23][C:20]([CH2:21][N:10]2[C:11]3[C:6](=[CH:5][C:4]([N+:1]([O-:3])=[O:2])=[CH:13][CH:12]=3)[CH2:7][CH2:8][C:9]2=[O:14])=[CH:19][CH:18]=1. The catalyst class is: 3. (3) Reactant: C(OC([N:8]1[CH2:13][CH2:12][CH2:11][CH2:10][CH:9]1[CH2:14][N:15]1[CH2:20][CH2:19][CH:18]([CH2:21][C:22]2[CH:27]=[CH:26][C:25]([F:28])=[CH:24][CH:23]=2)[CH2:17][CH2:16]1)=O)(C)(C)C.[OH-].[Na+].CCOC(C)=O. Product: [F:28][C:25]1[CH:24]=[CH:23][C:22]([CH2:21][CH:18]2[CH2:19][CH2:20][N:15]([CH2:14][CH:9]3[CH2:10][CH2:11][CH2:12][CH2:13][NH:8]3)[CH2:16][CH2:17]2)=[CH:27][CH:26]=1. The catalyst class is: 89. (4) Reactant: [CH3:1][CH:2]([CH3:31])[C@@H:3]([NH:23]C(OC(C)(C)C)=O)[CH2:4][NH:5][C:6](=[O:22])[C@@H:7]([NH:11][C:12]([O:14][CH2:15][C:16]1[CH:21]=[CH:20][CH:19]=[CH:18][CH:17]=1)=[O:13])[CH:8]([CH3:10])[CH3:9].C(OC(=O)C)C.Cl. Product: [NH2:23][C@H:3]([CH:2]([CH3:31])[CH3:1])[CH2:4][NH:5][C:6](=[O:22])[C@@H:7]([NH:11][C:12]([O:14][CH2:15][C:16]1[CH:17]=[CH:18][CH:19]=[CH:20][CH:21]=1)=[O:13])[CH:8]([CH3:10])[CH3:9]. The catalyst class is: 13. (5) Reactant: P(Cl)(Cl)(Cl)=O.[C:6]([O:10][C:11](=[O:25])[NH:12][C@@H:13]1[C:19](=[O:20])[NH:18][C:17]2[CH:21]=[CH:22][CH:23]=[CH:24][C:16]=2[NH:15][CH2:14]1)([CH3:9])([CH3:8])[CH3:7].[C:26]([C:29]1[CH:37]=[CH:36][C:32]([C:33](O)=[O:34])=[CH:31][CH:30]=1)(=[O:28])[CH3:27]. Product: [C:26]([C:29]1[CH:37]=[CH:36][C:32]([C:33]([N:15]2[CH2:14][C@H:13]([NH:12][C:11](=[O:25])[O:10][C:6]([CH3:9])([CH3:7])[CH3:8])[C:19](=[O:20])[NH:18][C:17]3[CH:21]=[CH:22][CH:23]=[CH:24][C:16]2=3)=[O:34])=[CH:31][CH:30]=1)(=[O:28])[CH3:27]. The catalyst class is: 228. (6) Reactant: Br[C:2]1[CH:3]=[C:4]([CH:6]=[C:7]([F:9])[CH:8]=1)[NH2:5].[B:10]1([B:10]2[O:14][C:13]([CH3:16])([CH3:15])[C:12]([CH3:18])([CH3:17])[O:11]2)[O:14][C:13]([CH3:16])([CH3:15])[C:12]([CH3:18])([CH3:17])[O:11]1.C([O-])(=O)C.[K+]. Product: [F:9][C:7]1[CH:6]=[C:4]([CH:3]=[C:2]([B:10]2[O:14][C:13]([CH3:16])([CH3:15])[C:12]([CH3:18])([CH3:17])[O:11]2)[CH:8]=1)[NH2:5]. The catalyst class is: 12. (7) Reactant: [CH2:1]([O:3][C:4]([C:6]1[C:7]2[CH:15]=[N:14][NH:13][C:8]=2[N:9]=[C:10](O)[CH:11]=1)=[O:5])[CH3:2].P(Br)(Br)([Br:18])=O.[C:21]([O-:24])(=O)[CH3:22].[K+].[C:26]1([CH3:32])C=CC=C[CH:27]=1. Product: [CH2:1]([O:3][C:4]([C:6]1[C:7]2[CH:15]=[N:14][N:13]([CH:21]3[CH2:22][CH2:32][CH2:26][CH2:27][O:24]3)[C:8]=2[N:9]=[C:10]([Br:18])[CH:11]=1)=[O:5])[CH3:2]. The catalyst class is: 6.